This data is from Reaction yield outcomes from USPTO patents with 853,638 reactions. The task is: Predict the reaction yield, written as a fraction of the theoretical maximum amount of product (1.0 means a 100% yield; for example, 0.34 means a 34% yield). (1) The reactants are [C:1]([NH2:10])(=[O:9])[C:2]1[C:3](=[CH:5][CH:6]=[CH:7][CH:8]=1)[NH2:4].N1C=CC=N[C:12]=1[O:17][C:18]1[CH:25]=[CH:24][C:21]([CH:22]=O)=[CH:20][CH:19]=1.[CH3:26][O:27]C1C=C(OC)C=C2C=1C(=O)NC(C1C=CC=CN=1)=N2. No catalyst specified. The product is [O:17]1[CH2:12][CH2:26][O:27][C:25]2[CH:24]=[C:21]([C:22]3[NH:10][C:1](=[O:9])[C:2]4[C:3](=[CH:5][CH:6]=[CH:7][CH:8]=4)[N:4]=3)[CH:20]=[CH:19][C:18]1=2. The yield is 0.720. (2) The reactants are [OH-].[Li+].C[O:4][C:5]([C@H:7]1[N:12]2[C:13](=[O:28])[C@@H:14]([NH:19][C:20](=[O:27])[C:21]3[CH:26]=[CH:25][CH:24]=[CH:23][CH:22]=3)[CH2:15][CH2:16][C:17](=[O:18])[N:11]2[CH2:10][CH2:9][CH2:8]1)=[O:6]. The catalyst is CO. The product is [C:20]([NH:19][C@@H:14]1[C:13](=[O:28])[N:12]2[C@H:7]([C:5]([OH:6])=[O:4])[CH2:8][CH2:9][CH2:10][N:11]2[C:17](=[O:18])[CH2:16][CH2:15]1)(=[O:27])[C:21]1[CH:26]=[CH:25][CH:24]=[CH:23][CH:22]=1. The yield is 0.750. (3) The reactants are [C:1]1([NH:7][CH2:8][C:9]2[CH:16]=[CH:15][C:12]([CH:13]=O)=[CH:11][CH:10]=2)[CH:6]=[CH:5][CH:4]=[CH:3][CH:2]=1.[N+:17]([CH3:20])([O-:19])=[O:18].C([O-])(=O)C.[NH4+]. The catalyst is C(O)(=O)C. The product is [N+:17](/[CH:20]=[CH:13]/[C:12]1[CH:15]=[CH:16][C:9]([CH2:8][NH:7][C:1]2[CH:6]=[CH:5][CH:4]=[CH:3][CH:2]=2)=[CH:10][CH:11]=1)([O-:19])=[O:18]. The yield is 0.360.